From a dataset of Reaction yield outcomes from USPTO patents with 853,638 reactions. Predict the reaction yield, written as a fraction of the theoretical maximum amount of product (1.0 means a 100% yield; for example, 0.34 means a 34% yield). The reactants are [CH2:1]([O:3][C:4](=[O:12])[C:5]1[CH:10]=[CH:9][C:8]([NH2:11])=[CH:7][CH:6]=1)[CH3:2].[Br:13][C:14]1[CH:15]=[C:16]([CH:19]=[C:20]([CH3:22])[CH:21]=1)[CH:17]=O. The catalyst is C(O)C. The product is [CH2:1]([O:3][C:4](=[O:12])[C:5]1[CH:10]=[CH:9][C:8]([N:11]=[CH:22][C:20]2[CH:19]=[C:16]([CH3:17])[CH:15]=[C:14]([Br:13])[CH:21]=2)=[CH:7][CH:6]=1)[CH3:2]. The yield is 0.500.